Dataset: Forward reaction prediction with 1.9M reactions from USPTO patents (1976-2016). Task: Predict the product of the given reaction. (1) The product is: [F:8][C:6]1[CH:5]=[C:4]([C@@:9]2([CH3:21])[NH:14][C:13](=[O:15])[C:12]3([CH2:20][CH2:19][CH2:18][CH2:17][CH2:16]3)[N:11]([C:31]([O:33][C:34]([CH3:37])([CH3:36])[CH3:35])=[O:32])[CH2:10]2)[CH:3]=[C:2]([F:1])[CH:7]=1. Given the reactants [F:1][C:2]1[CH:3]=[C:4]([C@@:9]2([CH3:21])[NH:14][C:13](=[O:15])[C:12]3([CH2:20][CH2:19][CH2:18][CH2:17][CH2:16]3)[NH:11][CH2:10]2)[CH:5]=[C:6]([F:8])[CH:7]=1.C(N(CC)C(C)C)(C)C.[C:31](O[C:31]([O:33][C:34]([CH3:37])([CH3:36])[CH3:35])=[O:32])([O:33][C:34]([CH3:37])([CH3:36])[CH3:35])=[O:32], predict the reaction product. (2) Given the reactants [CH3:1][C:2]1[CH:3]=[C:4]([NH:16][C:17]2[C:26]3[C:21](=[CH:22][CH:23]=[CH:24][C:25]=3[O:27][CH2:28][C@H:29]3[CH2:34][O:33][CH2:32][CH2:31][NH:30]3)[N:20]=[CH:19][N:18]=2)[CH:5]=[CH:6][C:7]=1[O:8][C:9]1[CH:10]=[N:11][C:12]([CH3:15])=[CH:13][CH:14]=1.C([O:38][CH2:39][C:40](Cl)=[O:41])(=O)C, predict the reaction product. The product is: [CH3:1][C:2]1[CH:3]=[C:4]([NH:16][C:17]2[C:26]3[C:21](=[CH:22][CH:23]=[CH:24][C:25]=3[O:27][CH2:28][C@H:29]3[CH2:34][O:33][CH2:32][CH2:31][N:30]3[C:39](=[O:38])[CH2:40][OH:41])[N:20]=[CH:19][N:18]=2)[CH:5]=[CH:6][C:7]=1[O:8][C:9]1[CH:10]=[N:11][C:12]([CH3:15])=[CH:13][CH:14]=1. (3) Given the reactants [ClH:1].[CH3:2][O:3][C:4]1[CH:5]=[C:6]2[C:9](=[CH:10][C:11]=1[O:12][CH3:13])[C@@H:8]([CH2:14][N:15]([CH3:35])[CH2:16][CH2:17][CH2:18][N:19]1[C:25](=[O:26])[CH2:24][C:23]3[CH:27]=[C:28]([O:33][CH3:34])[C:29]([O:31][CH3:32])=[CH:30][C:22]=3[CH2:21][CH2:20]1)[CH2:7]2, predict the reaction product. The product is: [ClH:1].[CH3:2][O:3][C:4]1[CH:5]=[C:6]2[C:9](=[CH:10][C:11]=1[O:12][CH3:13])[C@@H:8]([CH2:14][N:15]([CH3:35])[CH2:16][CH2:17][CH2:18][N:19]1[C:25](=[O:26])[CH2:24][C:23]3[CH:27]=[C:28]([O:33][CH3:34])[C:29]([O:31][CH3:32])=[CH:30][C:22]=3[CH2:21][CH2:20]1)[CH2:7]2. (4) Given the reactants OO.C(OC(C(F)(F)F)=O)(C(F)(F)F)=[O:4].[N:16]1([CH2:21][CH2:22][CH2:23][C:24]2[N:25]=[N+:26]([O-:37])[C:27]3[CH:36]=[C:35]4[C:31]([CH2:32][CH2:33][CH2:34]4)=[CH:30][C:28]=3[N:29]=2)[CH2:20][CH2:19][CH2:18][CH2:17]1.C(O)(C(F)(F)F)=O, predict the reaction product. The product is: [N:16]1([CH2:21][CH2:22][CH2:23][C:24]2[N:25]=[N+:26]([O-:37])[C:27]3[CH:36]=[C:35]4[C:31]([CH2:32][CH2:33][CH2:34]4)=[CH:30][C:28]=3[N+:29]=2[O-:4])[CH2:20][CH2:19][CH2:18][CH2:17]1. (5) Given the reactants [C:1]1([S:7](Cl)(=[O:9])=[O:8])[CH:6]=[CH:5][CH:4]=[CH:3][CH:2]=1.Cl.[NH2:12][CH2:13][CH2:14][CH2:15][CH2:16][CH2:17][C:18]([O:20][CH3:21])=[O:19].C(=O)([O-])[O-].[Na+].[Na+], predict the reaction product. The product is: [CH3:21][O:20][C:18](=[O:19])[CH2:17][CH2:16][CH2:15][CH2:14][CH2:13][NH:12][S:7]([C:1]1[CH:6]=[CH:5][CH:4]=[CH:3][CH:2]=1)(=[O:9])=[O:8].